Dataset: Reaction yield outcomes from USPTO patents with 853,638 reactions. Task: Predict the reaction yield, written as a fraction of the theoretical maximum amount of product (1.0 means a 100% yield; for example, 0.34 means a 34% yield). (1) The reactants are [OH:1][C@H:2]1[CH2:6][N:5]([C:7]([O:9][CH2:10][C:11]2[CH:16]=[CH:15][CH:14]=[CH:13][CH:12]=2)=[O:8])[CH2:4][C:3]1([CH3:18])[CH3:17].C[N+]1([O-])CCOCC1. The catalyst is CC#N. The product is [CH3:17][C:3]1([CH3:18])[C:2](=[O:1])[CH2:6][N:5]([C:7]([O:9][CH2:10][C:11]2[CH:16]=[CH:15][CH:14]=[CH:13][CH:12]=2)=[O:8])[CH2:4]1. The yield is 0.790. (2) The reactants are [NH2:1][C:2]1[N:7]=[N:6][C:5]([N:8]2[CH2:13][CH2:12][N:11]([C:14]([C:16]3[CH:21]=[CH:20][CH:19]=[CH:18][C:17]=3[C:22]([F:25])([F:24])[F:23])=[O:15])[CH2:10][CH2:9]2)=[CH:4][CH:3]=1.[CH3:26][CH:27]([CH3:33])[CH2:28][CH2:29][C:30](O)=[O:31].CN(C)CCCN=C=NCC.O. The catalyst is O1CCCC1. The product is [F:23][C:22]([F:25])([F:24])[C:17]1[CH:18]=[CH:19][CH:20]=[CH:21][C:16]=1[C:14]([N:11]1[CH2:10][CH2:9][N:8]([C:5]2[N:6]=[N:7][C:2]([NH:1][C:30](=[O:31])[CH2:29][CH2:28][CH:27]([CH3:33])[CH3:26])=[CH:3][CH:4]=2)[CH2:13][CH2:12]1)=[O:15]. The yield is 0.240. (3) The reactants are [Cl:1][C:2]1[CH:7]=[CH:6][C:5]([O:8]C)=[CH:4][C:3]=1[C:10]1[CH:20]=[C:19]([CH3:21])[C:13]2[N:14]=[C:15]([NH2:18])[N:16]=[N:17][C:12]=2[CH:11]=1.B(Br)(Br)Br. The product is [NH2:18][C:15]1[N:16]=[N:17][C:12]2[CH:11]=[C:10]([C:3]3[CH:4]=[C:5]([OH:8])[CH:6]=[CH:7][C:2]=3[Cl:1])[CH:20]=[C:19]([CH3:21])[C:13]=2[N:14]=1. The catalyst is C(Cl)Cl. The yield is 0.730. (4) The reactants are [Cl:1][C:2]1[CH:3]=[CH:4][C:5]([CH3:27])=[C:6]([N:8]([CH2:13][C:14]([N:16]([N:18]2[CH2:26][C:25]3[C:20](=[CH:21][CH:22]=[CH:23][CH:24]=3)[CH2:19]2)[CH3:17])=[O:15])[CH2:9][C:10](O)=[O:11])[CH:7]=1.[NH2:28][CH2:29][CH2:30][N:31]1[CH2:35][CH2:34][CH2:33][CH2:32]1. No catalyst specified. The product is [Cl:1][C:2]1[CH:3]=[CH:4][C:5]([CH3:27])=[C:6]([N:8]([CH2:13][C:14]([N:16]([N:18]2[CH2:26][C:25]3[C:20](=[CH:21][CH:22]=[CH:23][CH:24]=3)[CH2:19]2)[CH3:17])=[O:15])[CH2:9][C:10]([NH:28][CH2:29][CH2:30][N:31]2[CH2:35][CH2:34][CH2:33][CH2:32]2)=[O:11])[CH:7]=1. The yield is 0.740. (5) The reactants are C(N(CC)CC)C.C(O)=O.[CH:11]([NH:13][CH:14]([C:20](=[O:36])[CH2:21][CH2:22][CH2:23][CH2:24][CH2:25][CH2:26][CH2:27][CH2:28][CH2:29][CH2:30][CH2:31][CH2:32][CH2:33][CH2:34][CH3:35])[C:15]([O:17][CH2:18][CH3:19])=[O:16])=[O:12]. The catalyst is C1COCC1. The product is [CH:11]([NH:13][C@H:14]([C@H:20]([OH:36])[CH2:21][CH2:22][CH2:23][CH2:24][CH2:25][CH2:26][CH2:27][CH2:28][CH2:29][CH2:30][CH2:31][CH2:32][CH2:33][CH2:34][CH3:35])[C:15]([O:17][CH2:18][CH3:19])=[O:16])=[O:12]. The yield is 0.870. (6) The reactants are [N:1]1[CH:6]=[CH:5][CH:4]=[CH:3][C:2]=1[CH2:7][CH2:8][CH2:9][OH:10].C[N+]1([O-])CCOCC1. The catalyst is C(Cl)Cl.CCC[N+](CCC)(CCC)CCC.[O-][Ru](=O)(=O)=O. The product is [N:1]1[CH:6]=[CH:5][CH:4]=[CH:3][C:2]=1[CH2:7][CH2:8][CH:9]=[O:10]. The yield is 0.0110. (7) The reactants are [CH2:1]([O:9][C:10]1[CH:15]=[CH:14][N+:13]([O-])=[C:12]([CH3:17])[C:11]=1[CH3:18])[CH2:2][CH2:3][CH2:4][CH2:5][CH2:6][CH2:7][CH3:8].[C:19]([O:22]C(=O)C)(=[O:21])[CH3:20]. No catalyst specified. The product is [CH2:1]([O:9][C:10]1[CH:15]=[CH:14][N:13]=[C:12]([CH2:17][O:22][C:19](=[O:21])[CH3:20])[C:11]=1[CH3:18])[CH2:2][CH2:3][CH2:4][CH2:5][CH2:6][CH2:7][CH3:8]. The yield is 0.600.